Task: Predict which catalyst facilitates the given reaction.. Dataset: Catalyst prediction with 721,799 reactions and 888 catalyst types from USPTO (1) Reactant: [F:1][C:2]([F:27])([F:26])[C:3]1[CH:25]=[CH:24][CH:23]=[CH:22][C:4]=1[O:5][CH:6]1[CH2:11][CH2:10][N:9]([C:12]2[N:17]=[N:16][C:15]([C:18]([O:20]C)=[O:19])=[CH:14][CH:13]=2)[CH2:8][CH2:7]1.O.[OH-].[Li+].Cl. Product: [F:26][C:2]([F:1])([F:27])[C:3]1[CH:25]=[CH:24][CH:23]=[CH:22][C:4]=1[O:5][CH:6]1[CH2:11][CH2:10][N:9]([C:12]2[N:17]=[N:16][C:15]([C:18]([OH:20])=[O:19])=[CH:14][CH:13]=2)[CH2:8][CH2:7]1. The catalyst class is: 20. (2) Reactant: [OH:1][CH2:2][CH2:3][CH2:4][N:5]1[CH2:10][CH2:9][N:8]([C:11]([O:13][C:14]([CH3:17])([CH3:16])[CH3:15])=[O:12])[CH2:7][CH2:6]1.O[C:19]1[CH:26]=[CH:25][C:22]([CH:23]=[O:24])=[CH:21][CH:20]=1.C1(P(C2C=CC=CC=2)C2C=CC=CC=2)C=CC=CC=1. Product: [CH:23]([C:22]1[CH:25]=[CH:26][C:19]([O:1][CH2:2][CH2:3][CH2:4][N:5]2[CH2:10][CH2:9][N:8]([C:11]([O:13][C:14]([CH3:17])([CH3:16])[CH3:15])=[O:12])[CH2:7][CH2:6]2)=[CH:20][CH:21]=1)=[O:24]. The catalyst class is: 7.